The task is: Predict which catalyst facilitates the given reaction.. This data is from Catalyst prediction with 721,799 reactions and 888 catalyst types from USPTO. Reactant: [Br:1][C:2]1[N:7]2[CH:8]=[C:9]([CH:11]=[O:12])[N:10]=[C:6]2[CH:5]=[CH:4][CH:3]=1.[BH4-].[Na+]. The catalyst class is: 5. Product: [Br:1][C:2]1[N:7]2[CH:8]=[C:9]([CH2:11][OH:12])[N:10]=[C:6]2[CH:5]=[CH:4][CH:3]=1.